This data is from Reaction yield outcomes from USPTO patents with 853,638 reactions. The task is: Predict the reaction yield, written as a fraction of the theoretical maximum amount of product (1.0 means a 100% yield; for example, 0.34 means a 34% yield). (1) The reactants are Cl.[NH2:2][OH:3].[Br:4][C:5]1[CH:6]=[C:7]([CH:13]=O)[S:8][C:9]=1[N+:10]([O-:12])=[O:11].N1C=CC=CC=1. The yield is 0.880. The product is [Br:4][C:5]1[CH:6]=[C:7]([CH:13]=[N:2][OH:3])[S:8][C:9]=1[N+:10]([O-:12])=[O:11]. The catalyst is CCO. (2) The reactants are [F:1][C:2]1[CH:10]=[C:9]2[C:5]([C:6]([C:20]3[CH:21]=[C:22]([NH2:27])[C:23](N)=[CH:24][CH:25]=3)=[CH:7][N:8]2[S:11]([C:14]2[CH:19]=[CH:18][CH:17]=[CH:16][CH:15]=2)(=[O:13])=[O:12])=[CH:4][CH:3]=1.NC1C=C(B2OC(C)(C)C(C)(C)[O:36]2)C=CC=1O.FC1C=C2C(C(I)=CN2S(C2C=CC=CC=2)(=O)=O)=CC=1. No catalyst specified. The product is [NH2:27][C:22]1[CH:21]=[C:20]([C:6]2[C:5]3[C:9](=[CH:10][C:2]([F:1])=[CH:3][CH:4]=3)[N:8]([S:11]([C:14]3[CH:19]=[CH:18][CH:17]=[CH:16][CH:15]=3)(=[O:13])=[O:12])[CH:7]=2)[CH:25]=[CH:24][C:23]=1[OH:36]. The yield is 0.600. (3) The reactants are Cl[C:2]1[CH:3]=[CH:4][C:5]2[N:6]=[CH:7][N:8]=[C:9]([NH:12][CH:13]3[CH2:18][CH2:17]O[CH2:15][CH2:14]3)[C:10]=2[N:11]=1.[Cl:19][C:20]1[C:25]([NH:26][S:27]([C:30]2[CH:35]=[CH:34][C:33]([F:36])=[CH:32][C:31]=2[F:37])(=[O:29])=[O:28])=[CH:24][C:23](B2OC(C)(C)C(C)(C)O2)=[CH:22][N:21]=1.C(=O)(O)[O-].[Na+]. The catalyst is O1CCOCC1. The product is [Cl:19][C:20]1[C:25]([NH:26][S:27]([C:30]2[CH:35]=[CH:34][C:33]([F:36])=[CH:32][C:31]=2[F:37])(=[O:29])=[O:28])=[CH:24][C:23]([C:2]2[CH:3]=[CH:4][C:5]3[N:6]=[CH:7][N:8]=[C:9]([NH:12][CH:13]4[CH2:18][CH2:17][CH2:15][CH2:14]4)[C:10]=3[N:11]=2)=[CH:22][N:21]=1. The yield is 0.520. (4) The reactants are Cl[C:2]1[N:7]=[C:6]([C:8]2[CH:17]=[CH:16][C:15]3[C:10](=[CH:11][CH:12]=[CH:13][CH:14]=3)[CH:9]=2)[CH:5]=[CH:4][N:3]=1.Br.Br[CH2:20][CH2:21][CH2:22][NH2:23].C(N(C(C)C)CC)(C)C. The catalyst is C(O)(C)C. The product is [N:23]1([C:2]2[N:7]=[C:6]([C:8]3[CH:17]=[CH:16][C:15]4[C:10](=[CH:11][CH:12]=[CH:13][CH:14]=4)[CH:9]=3)[CH:5]=[CH:4][N:3]=2)[CH2:22][CH2:21][CH2:20]1. The yield is 0.383. (5) The yield is 0.920. The reactants are [CH3:1][O:2][C:3](=[O:26])[C@H:4]([CH2:16][C:17]1[CH:22]=[CH:21][C:20]([N+:23]([O-])=O)=[CH:19][CH:18]=1)[NH:5][C:6]([C:8]1[C:13]([CH3:14])=[CH:12][CH:11]=[CH:10][C:9]=1[Cl:15])=[S:7].[Cl-].[NH4+].CO. The catalyst is [Zn].O. The product is [CH3:1][O:2][C:3](=[O:26])[C@H:4]([CH2:16][C:17]1[CH:22]=[CH:21][C:20]([NH2:23])=[CH:19][CH:18]=1)[NH:5][C:6]([C:8]1[C:13]([CH3:14])=[CH:12][CH:11]=[CH:10][C:9]=1[Cl:15])=[S:7]. (6) The reactants are [OH:1][B:2]1[C:6]2[CH:7]=[CH:8][C:9]([CH:11]=O)=[CH:10][C:5]=2[C:4]([CH3:14])([CH3:13])[O:3]1.[NH2:15][OH:16].Cl.CC([O-])=O.[Na+]. The catalyst is C1COCC1.O. The product is [OH:1][B:2]1[C:6]2[CH:7]=[CH:8][C:9]([CH:11]=[N:15][OH:16])=[CH:10][C:5]=2[C:4]([CH3:14])([CH3:13])[O:3]1. The yield is 1.00. (7) The reactants are [C:1]([N:4]1[C:13]2[C:8](=[CH:9][C:10]([C:14]3[CH:15]=[N:16][N:17]([CH2:19][CH2:20][N:21](C)[C:22](=O)OC(C)(C)C)[CH:18]=3)=[CH:11][CH:12]=2)[C@H:7]([NH:30][C:31]2[CH:32]=[N:33][CH:34]=[CH:35][CH:36]=2)[CH2:6][C@@H:5]1[CH3:37])(=[O:3])[CH3:2]. The catalyst is ClCCl. The product is [C:1]([N:4]1[C:13]2[C:8](=[CH:9][C:10]([C:14]3[CH:15]=[N:16][N:17]([CH2:19][CH2:20][NH:21][CH3:22])[CH:18]=3)=[CH:11][CH:12]=2)[C@H:7]([NH:30][C:31]2[CH:32]=[N:33][CH:34]=[CH:35][CH:36]=2)[CH2:6][C@@H:5]1[CH3:37])(=[O:3])[CH3:2]. The yield is 0.910. (8) The reactants are CC1(C)[O:6][C@H:5]([C:7]2[N:11]=[C:10]([NH:12][C:13]3[C:18]([O:19][C:20]4[C:21]([CH3:26])=[N:22][CH:23]=[CH:24][CH:25]=4)=[CH:17][C:16]([S:27][C:28]4[CH:33]=[CH:32][CH:31]=[CH:30][N:29]=4)=[CH:15][N:14]=3)[S:9][N:8]=2)[CH2:4][O:3]1.Cl. The catalyst is C(O)C. The product is [CH3:26][C:21]1[C:20]([O:19][C:18]2[C:13]([NH:12][C:10]3[S:9][N:8]=[C:7]([C@@H:5]([OH:6])[CH2:4][OH:3])[N:11]=3)=[N:14][CH:15]=[C:16]([S:27][C:28]3[CH:33]=[CH:32][CH:31]=[CH:30][N:29]=3)[CH:17]=2)=[CH:25][CH:24]=[CH:23][N:22]=1. The yield is 0.824.